From a dataset of Catalyst prediction with 721,799 reactions and 888 catalyst types from USPTO. Predict which catalyst facilitates the given reaction. (1) Reactant: [CH:1]([OH:4])([CH3:3])[CH3:2].CC(C)([O-])C.[Na+].Cl[C:12]1[C:21]2[C:16](=[CH:17][CH:18]=[C:19]([S:22][C:23]3[N:27]4[CH:28]=[C:29]([C:32]5[CH:33]=[N:34][N:35]([CH3:37])[CH:36]=5)[CH:30]=[CH:31][C:26]4=[N:25][N:24]=3)[CH:20]=2)[N:15]=[CH:14][C:13]=1[C:38]1[CH:39]=[N:40][N:41]([CH3:43])[CH:42]=1. Product: [CH:1]([O:4][C:12]1[C:21]2[C:16](=[CH:17][CH:18]=[C:19]([S:22][C:23]3[N:27]4[CH:28]=[C:29]([C:32]5[CH:33]=[N:34][N:35]([CH3:37])[CH:36]=5)[CH:30]=[CH:31][C:26]4=[N:25][N:24]=3)[CH:20]=2)[N:15]=[CH:14][C:13]=1[C:38]1[CH:39]=[N:40][N:41]([CH3:43])[CH:42]=1)([CH3:3])[CH3:2]. The catalyst class is: 16. (2) Reactant: [I:1][C:2]1[CH:3]=[C:4]([NH:8][C:9]([NH:11][CH2:12][C:13]([O:15]CC)=O)=[O:10])[CH:5]=[CH:6][CH:7]=1.[H-].[Na+].Cl. Product: [I:1][C:2]1[CH:3]=[C:4]([N:8]2[C:13](=[O:15])[CH2:12][NH:11][C:9]2=[O:10])[CH:5]=[CH:6][CH:7]=1. The catalyst class is: 3. (3) Reactant: [Cl:1][C:2]1[C:3]2[S:23][CH2:22][CH2:21][C:4]=2[N:5]=[C:6]([N:8]2[CH2:13][CH2:12][N:11]([C:14]3[CH:19]=[CH:18][C:17]([Cl:20])=[CH:16][CH:15]=3)[CH2:10][CH2:9]2)[N:7]=1.[OH:24]O.N. Product: [Cl:1][C:2]1[C:3]2[S:23](=[O:24])[CH2:22][CH2:21][C:4]=2[N:5]=[C:6]([N:8]2[CH2:9][CH2:10][N:11]([C:14]3[CH:15]=[CH:16][C:17]([Cl:20])=[CH:18][CH:19]=3)[CH2:12][CH2:13]2)[N:7]=1. The catalyst class is: 15. (4) Reactant: C[O:2][CH:3]=[C:4]1[CH2:9][CH2:8][CH:7]([CH:10]2[CH2:14][CH2:13][CH:12]([CH2:15][CH2:16][CH3:17])[CH2:11]2)[CH2:6][CH2:5]1. Product: [CH2:15]([CH:12]1[CH2:13][CH2:14][CH:10]([CH:7]2[CH2:8][CH2:9][CH:4]([CH:3]=[O:2])[CH2:5][CH2:6]2)[CH2:11]1)[CH2:16][CH3:17]. The catalyst class is: 6. (5) Reactant: C(OC(N1CCC(C(O[C:21]2[CH:43]=[CH:42][C:24]3[C:25]4[N:29]([CH2:30][CH2:31][O:32][C:23]=3[CH:22]=2)[CH:28]=[C:27]([C:33]2[N:34]([CH:39]([CH3:41])[CH3:40])[N:35]=[C:36]([CH3:38])[N:37]=2)[N:26]=4)CC)CC1)=O)C1C=CC=CC=1.[C:44]([O:48][C:49]([N:51]1[CH2:57][CH2:56][CH2:55][CH:54]([CH:58]([OH:60])[CH3:59])[CH2:53][CH2:52]1)=[O:50])([CH3:47])([CH3:46])[CH3:45].C1(P(C2C=CC=CC=2)C2C=CC=CC=2)C=CC=CC=1.CC(OC(/N=N/C(OC(C)C)=O)=O)C. Product: [C:44]([O:48][C:49]([N:51]1[CH2:57][CH2:56][CH2:55][CH:54]([CH:58]([O:60][C:21]2[CH:43]=[CH:42][C:24]3[C:25]4[N:29]([CH2:30][CH2:31][O:32][C:23]=3[CH:22]=2)[CH:28]=[C:27]([C:33]2[N:34]([CH:39]([CH3:41])[CH3:40])[N:35]=[C:36]([CH3:38])[N:37]=2)[N:26]=4)[CH3:59])[CH2:53][CH2:52]1)=[O:50])([CH3:47])([CH3:46])[CH3:45]. The catalyst class is: 225. (6) Reactant: [N:1]1[CH:2]=[C:3]([S:10]([OH:13])(=O)=[O:11])[N:4]2[CH:9]=[CH:8][CH:7]=[CH:6][C:5]=12.P(Cl)(Cl)([Cl:16])=O. Product: [N:1]1[CH:2]=[C:3]([S:10]([Cl:16])(=[O:13])=[O:11])[N:4]2[CH:9]=[CH:8][CH:7]=[CH:6][C:5]=12. The catalyst class is: 2. (7) Reactant: [CH2:1]1[O:12][C:11]2[CH:10]=[CH:9][C:5]([CH:6]=[N:7]O)=[CH:4][C:3]=2[O:2]1.[ClH:13]. Product: [ClH:13].[CH2:1]1[O:12][C:11]2[CH:10]=[CH:9][C:5]([CH2:6][NH2:7])=[CH:4][C:3]=2[O:2]1. The catalyst class is: 50.